This data is from Reaction yield outcomes from USPTO patents with 853,638 reactions. The task is: Predict the reaction yield, written as a fraction of the theoretical maximum amount of product (1.0 means a 100% yield; for example, 0.34 means a 34% yield). The reactants are C(N(CC)CC)C.[CH3:8][C@:9]12[C:15]([CH3:17])([CH3:16])[C@H:12]([CH2:13][CH2:14]1)[CH:11]([C:18](Cl)=[O:19])[C:10]2=O.C(O[C:27]([NH:29][N:30]([C:32]1[CH:37]=[C:36]([C:38]#[N:39])[CH:35]=[CH:34][C:33]=1[F:40])C)=O)(C)(C)C.Cl.O1CCOCC1. The catalyst is ClCCCl. The product is [F:40][C:33]1[CH:34]=[CH:35][C:36]([C:38]#[N:39])=[CH:37][C:32]=1[N:30]1[C:18](=[O:19])[C:11]2[C@@H:12]3[C:15]([CH3:17])([CH3:16])[C@@:9]([CH3:8])([CH2:14][CH2:13]3)[C:10]=2[N:29]1[CH3:27]. The yield is 0.100.